This data is from CYP1A2 inhibition data for predicting drug metabolism from PubChem BioAssay. The task is: Regression/Classification. Given a drug SMILES string, predict its absorption, distribution, metabolism, or excretion properties. Task type varies by dataset: regression for continuous measurements (e.g., permeability, clearance, half-life) or binary classification for categorical outcomes (e.g., BBB penetration, CYP inhibition). Dataset: cyp1a2_veith. (1) The molecule is C#CCCCO/N=C1/C[C@@H](O)[C@@H](O)[C@H]2[C@@H]1CC[C@@H]1C(=O)N([C@@H](C)c3ccccc3)C(=O)[C@H]12. The result is 0 (non-inhibitor). (2) The drug is COc1cccc(-c2nc(N(C)Cc3ccco3)c3ccccc3n2)c1. The result is 1 (inhibitor). (3) The drug is COc1cc(CN2CCN(C(=O)COc3ccccc3)CC2)cc(OC)c1OC. The result is 0 (non-inhibitor). (4) The drug is C[C@]12CC[C@H]3c4ccc(O)cc4CC[C@@H]3[C@H]1C/C(=N/O)[C@H]2O. The result is 0 (non-inhibitor). (5) The drug is COc1ccc(O[C@H]2C=C[C@@H](c3ccccc3)O[C@H]2CO/N=C(/C)CCC(=O)OC[C@@H]2O[C@H](C#Cc3ccccc3)C=C[C@@H]2Oc2ccc(C)cc2)cc1. The result is 0 (non-inhibitor). (6) The compound is O=C(N/N=C1/C[C@@H](O)[C@@H](O)[C@@H]2[C@@H]3C(=O)N(Cc4ccccc4)C(=O)[C@H]3CC[C@@H]12)OCc1ccccc1. The result is 0 (non-inhibitor). (7) The result is 1 (inhibitor). The drug is Cc1cc(C)nc(/N=C(\N)Nc2ccc(F)c([N+](=O)[O-])c2)n1. (8) The drug is Cn1cc(-c2nc3cncnc3n(C3CC3)c2=O)c2ccccc21. The result is 1 (inhibitor). (9) The compound is CCCC[C@@H]1C[C@H]1C(NC(=O)c1cccs1)c1ccc(Cl)cc1. The result is 1 (inhibitor).